Dataset: Peptide-MHC class I binding affinity with 185,985 pairs from IEDB/IMGT. Task: Regression. Given a peptide amino acid sequence and an MHC pseudo amino acid sequence, predict their binding affinity value. This is MHC class I binding data. (1) The peptide sequence is IYWLIFWRF. The MHC is HLA-B07:02 with pseudo-sequence HLA-B07:02. The binding affinity (normalized) is 0.0847. (2) The peptide sequence is WSQNPTMLY. The MHC is HLA-A24:02 with pseudo-sequence HLA-A24:02. The binding affinity (normalized) is 0.